This data is from Reaction yield outcomes from USPTO patents with 853,638 reactions. The task is: Predict the reaction yield, written as a fraction of the theoretical maximum amount of product (1.0 means a 100% yield; for example, 0.34 means a 34% yield). (1) The reactants are [C:1]([O:4][C@H:5]1[C@H:11]([O:12][C:13](=[O:15])[CH3:14])[C@@H:10]([O:16][C:17](=[O:19])[CH3:18])[C@:9]2([C:21]3[CH:26]=[CH:25][C:24]([Cl:27])=[C:23]([CH2:28]OC4C=CC=CC=4)[CH:22]=3)[O:20][C@@:6]1([CH2:36][O:37][C:38](=[O:40])[CH3:39])[CH2:7][O:8]2)(=[O:3])[CH3:2].[BrH:41].CC(O)=O. The catalyst is C(O)(=O)C. The product is [C:1]([O:4][C@H:5]1[C@H:11]([O:12][C:13](=[O:15])[CH3:14])[C@@H:10]([O:16][C:17](=[O:19])[CH3:18])[C@:9]2([C:21]3[CH:26]=[CH:25][C:24]([Cl:27])=[C:23]([CH2:28][Br:41])[CH:22]=3)[O:20][C@@:6]1([CH2:36][O:37][C:38](=[O:40])[CH3:39])[CH2:7][O:8]2)(=[O:3])[CH3:2]. The yield is 0.790. (2) The reactants are [Na].F[C:3]1[CH:12]=[C:11]2[C:6]([C:7]([OH:13])=[N:8][CH:9]=[N:10]2)=[CH:5][C:4]=1[N+:14]([O-:16])=[O:15].Cl.[CH3:18][OH:19]. No catalyst specified. The product is [CH3:18][O:19][C:3]1[CH:12]=[C:11]2[C:6]([C:7]([OH:13])=[N:8][CH:9]=[N:10]2)=[CH:5][C:4]=1[N+:14]([O-:16])=[O:15]. The yield is 0.920. (3) The reactants are Cl.N1C=CC=CC=1.C[O:9][C:10]1[CH:11]=[C:12]2[C:16](=[CH:17][CH:18]=1)[C:15](=[O:19])[CH:14]([C:20]1[CH:25]=[CH:24][C:23]([O:26]C)=[CH:22][CH:21]=1)[C:13]2=[O:28]. The catalyst is O. The yield is 0.600. The product is [OH:9][C:10]1[CH:11]=[C:12]2[C:16](=[CH:17][CH:18]=1)[C:15](=[O:19])[CH:14]([C:20]1[CH:25]=[CH:24][C:23]([OH:26])=[CH:22][CH:21]=1)[C:13]2=[O:28]. (4) The reactants are BrC[C:3]1[C:12]([N+:13]([O-:15])=[O:14])=[CH:11][C:10]([Cl:16])=[CH:9][C:4]=1[C:5]([O:7][CH3:8])=[O:6]. The catalyst is O1CCOCC1.O. The product is [Cl:16][C:10]1[CH:9]=[C:4]2[C:3]([CH2:8][O:7][C:5]2=[O:6])=[C:12]([N+:13]([O-:15])=[O:14])[CH:11]=1. The yield is 0.820. (5) The reactants are Br[C:2]1[CH:3]=[N:4][CH:5]=[C:6]([O:8][CH2:9][C@H:10]2[CH2:14][CH2:13][CH2:12][N:11]2[C:15]([O:17][C:18]([CH3:21])([CH3:20])[CH3:19])=[O:16])[CH:7]=1.[Cl:22][C:23]1[CH:38]=[CH:37][C:26]([CH2:27][O:28][CH2:29][CH2:30][CH:31]2[CH2:36][CH2:35][NH:34][CH2:33][CH2:32]2)=[CH:25][CH:24]=1.CC(C)([O-])C.[Na+]. The catalyst is C1(C)C=CC=CC=1.C1C=CC(/C=C/C(/C=C/C2C=CC=CC=2)=O)=CC=1.C1C=CC(/C=C/C(/C=C/C2C=CC=CC=2)=O)=CC=1.C1C=CC(/C=C/C(/C=C/C2C=CC=CC=2)=O)=CC=1.[Pd].[Pd].C1(P(C2C=CC=CC=2)C2C3OC4C(=CC=CC=4P(C4C=CC=CC=4)C4C=CC=CC=4)C(C)(C)C=3C=CC=2)C=CC=CC=1. The product is [C:18]([O:17][C:15]([N:11]1[CH2:12][CH2:13][CH2:14][C@H:10]1[CH2:9][O:8][C:6]1[CH:5]=[N:4][CH:3]=[C:2]([N:34]2[CH2:35][CH2:36][CH:31]([CH2:30][CH2:29][O:28][CH2:27][C:26]3[CH:37]=[CH:38][C:23]([Cl:22])=[CH:24][CH:25]=3)[CH2:32][CH2:33]2)[CH:7]=1)=[O:16])([CH3:21])([CH3:20])[CH3:19]. The yield is 0.850. (6) The reactants are [C:1]([N:8]1[C@H:12]([CH2:13][O:14][CH2:15][C:16]2[CH:21]=[CH:20][CH:19]=[CH:18][CH:17]=2)[CH2:11][CH2:10][C@H:9]1[CH2:22][O:23]C(=O)C1C=CC=CC=1)([O:3][C:4]([CH3:7])([CH3:6])[CH3:5])=[O:2].[OH-].[Na+].Cl. The catalyst is CO. The product is [C:1]([N:8]1[C@H:9]([CH2:22][OH:23])[CH2:10][CH2:11][C@H:12]1[CH2:13][O:14][CH2:15][C:16]1[CH:21]=[CH:20][CH:19]=[CH:18][CH:17]=1)([O:3][C:4]([CH3:7])([CH3:6])[CH3:5])=[O:2]. The yield is 0.910. (7) The reactants are Br[CH2:2][C:3]([C:5]1[CH:10]=[CH:9][CH:8]=[CH:7][C:6]=1[N+:11]([O-:13])=[O:12])=O.[NH2:14][C:15]1[CH:20]=[CH:19][CH:18]=[CH:17][N:16]=1. The catalyst is CC(C)=O. The product is [N+:11]([C:6]1[CH:7]=[CH:8][CH:9]=[CH:10][C:5]=1[C:3]1[N:14]=[C:15]2[CH:20]=[CH:19][CH:18]=[CH:17][N:16]2[CH:2]=1)([O-:13])=[O:12]. The yield is 0.740. (8) The reactants are Br[C:2]1[C:7]2[S:8][C:9]([C:11]3[C:18]([Cl:19])=[CH:17][C:14]([C:15]#[N:16])=[CH:13][C:12]=3[Cl:20])=[N:10][C:6]=2[CH:5]=[CH:4][N:3]=1.[NH2:21][C:22]1[CH:23]=[C:24]([CH:27]=[CH:28][N:29]=1)[C:25]#[N:26].CC1(C)C2C(=C(P(C3C=CC=CC=3)C3C=CC=CC=3)C=CC=2)OC2C(P(C3C=CC=CC=3)C3C=CC=CC=3)=CC=CC1=2.C(=O)([O-])[O-].[Cs+].[Cs+]. The catalyst is O1CCOCC1.C1C=CC(/C=C/C(/C=C/C2C=CC=CC=2)=O)=CC=1.C1C=CC(/C=C/C(/C=C/C2C=CC=CC=2)=O)=CC=1.C1C=CC(/C=C/C(/C=C/C2C=CC=CC=2)=O)=CC=1.[Pd].[Pd]. The product is [Cl:20][C:12]1[CH:13]=[C:14]([C:15]#[N:16])[CH:17]=[C:18]([Cl:19])[C:11]=1[C:9]1[S:8][C:7]2[C:2]([NH:21][C:22]3[CH:23]=[C:24]([CH:27]=[CH:28][N:29]=3)[C:25]#[N:26])=[N:3][CH:4]=[CH:5][C:6]=2[N:10]=1. The yield is 0.630.